From a dataset of Peptide-MHC class I binding affinity with 185,985 pairs from IEDB/IMGT. Regression. Given a peptide amino acid sequence and an MHC pseudo amino acid sequence, predict their binding affinity value. This is MHC class I binding data. (1) The peptide sequence is QYDDLHKKF. The MHC is HLA-B27:05 with pseudo-sequence HLA-B27:05. The binding affinity (normalized) is 0.0847. (2) The peptide sequence is KDMPGGYCL. The MHC is HLA-B18:01 with pseudo-sequence HLA-B18:01. The binding affinity (normalized) is 0.0232. (3) The peptide sequence is RNTANQKPK. The MHC is HLA-A11:01 with pseudo-sequence HLA-A11:01. The binding affinity (normalized) is 0.124.